From a dataset of Experimentally validated miRNA-target interactions with 360,000+ pairs, plus equal number of negative samples. Binary Classification. Given a miRNA mature sequence and a target amino acid sequence, predict their likelihood of interaction. (1) The miRNA is mmu-miR-291a-3p with sequence AAAGUGCUUCCACUUUGUGUGC. The protein sequence of the target gene is MSESLVVCDVAEDLVEKLRKFRFRKETHNAAIIMKIDKDKRLVVLDEELEGVSPDELKDELPERQPRFIVYSYKYQHDDGRVSYPLCFIFSSPLGCKPEQQMMYAGSKNKLVQTAELTKVFEIRNTEDLTEEWLREKLGFFH. Result: 0 (no interaction). (2) The miRNA is hsa-miR-224-3p with sequence AAAAUGGUGCCCUAGUGACUACA. The protein sequence of the target gene is MTGLYELVWRVLHALLCLHLTLTSWLRVRFGTWNWIWRRCCRAASAAVLAPLGFTLRKPRAVGRNRRHHRHPHGGPGPGPGPAATHPRLRWRADVRSLQKLPVHMGLLVTEEVQEPSFSDIASLVVWCMAVGISYISVYDHQGIFKRNNSRLMDEILKQQQELLGQDCSKYSAEFANSNDKDDQDLNCPSAVKVLSPEDGKADIVRAAQDFCQLVAQQQRKPTDLDVDLLGSLLSSHGFPDPDLVLKFGPVDSTLGFLPWQIRLTEIVSLPSHLNISYEDFFSALRQYAACEQRLGK. Result: 0 (no interaction). (3) The miRNA is rno-miR-146a-5p with sequence UGAGAACUGAAUUCCAUGGGUU. The protein sequence of the target gene is MAQLANIGELLSMLDSSTLGVRDDVTAIFKESLNSERGPMLVNTLVDYYLETNSQPVLHILTTLQEPHDKHLLDKINEYVGKAATRLSILSLLGHVVRLQPSWKHKLSQAPLLPSLLKCLKMDTDVVVLTTGVLVLITMLPMIPQSGKQHLLDFFDIFGRLSSWCLKKPGHVTEVYLVHLHASVYALFHRLYGMYPCNFVSFLRSHYSMKENVETFEEVVKPMMEHVRIHPELVTGSKDHELDPRRWKTLETHDVVIECAKISLDPTEASYEDGYSVSHQLSACFPYRSADVTTSPYVDT.... Result: 0 (no interaction). (4) The miRNA is mmu-miR-188-3p with sequence CUCCCACAUGCAGGGUUUGCA. The protein sequence of the target gene is MENTRSENEEQPESTLKIDEEQPAVEQSPENQCSEEDQSSEDLSSEEQSSEEEFFPEELLPELLPEMLLSEDRPPQECLSQKNQFEDRIPMEQPPCGVGKHKLEEGSFKERLARIRPQFIGDIHGRNLSNEEMIQAADELEEMKRVRNKLMIMHWKAKRSRPYPI. Result: 0 (no interaction). (5) The miRNA is hsa-miR-758-5p with sequence GAUGGUUGACCAGAGAGCACAC. Result: 1 (interaction). The protein sequence of the target gene is MEEEASSPGLGCSKPHLEKLTLGITRILESSPGVTEVTIIEKPPAERHMISSWEQKNNCVMPEDVKNFYLMTNGFHMTWSVKLDEHIIPLGSMAINSISKLTQLTQSSMYSLPNAPTLADLEDDTHEASDDQPEKPHFDSRSVIFELDSCNGSGKVCLVYKSGKPALAEDTEIWFLDRALYWHFLTDTFTAYYRLLITHLGLPQWQYAFTSYGISPQAKQWFSMYKPITYNTNLLTEETDSFVNKLDPSKVFKSKNKIVIPKKKGPVQPAGGQKGPSGPSGPSTSSTSKSSSGSGNPTRK.... (6) The miRNA is hsa-miR-4299 with sequence GCUGGUGACAUGAGAGGC. The protein sequence of the target gene is MKPGFSPRGGGFGGRGGFGDRGGRGGRGGFGGGRGRGGGFRGRGRGGGGGGGGGGGGGRGGGGFHSGGNRGRGRGGKRGNQSGKNVMVEPHRHEGVFICRGKEDALVTKNLVPGESVYGEKRVSISEGDDKIEYRAWNPFRSKLAAAILGGVDQIHIKPGAKVLYLGAASGTTVSHVSDIVGPDGLVYAVEFSHRSGRDLINLAKKRTNIIPVIEDARHPHKYRMLIAMVDVIFADVAQPDQTRIVALNAHTFLRNGGHFVISIKANCIDSTASAEAVFASEVKKMQQENMKPQEQLTLE.... Result: 0 (no interaction).